From a dataset of Drug-target binding data from BindingDB using Ki measurements. Regression. Given a target protein amino acid sequence and a drug SMILES string, predict the binding affinity score between them. We predict pKi (pKi = -log10(Ki in M); higher means stronger inhibition). Dataset: bindingdb_ki. The compound is CN1CC2CC(OC(=O)C(O)(c3ccccc3)c3ccccc3)CC1C2. The target protein (Q01579) has sequence MVLELYLDLLSQPCRAIYIFAKKNNIPFQMHTVELRKGEHLSDAFAQVNPMKKVPAMKDGGFTLCESVAILLYLAHKYKVPDHWYPQDLQARARVDEYLAWQHTTLRRSCLRTLWHKVMFPVFLGEQIRPEMLAATLADLDVNVQVLEDQFLQDKDFLVGPHISLADVVAITELMHPVGGGCPVFEGRPRLAAWYRRVEAAVGKDLFLEAHEVILKVRDCPPADPVIKQKLMPRVLTMIQ. The pKi is 9.1.